This data is from Catalyst prediction with 721,799 reactions and 888 catalyst types from USPTO. The task is: Predict which catalyst facilitates the given reaction. Reactant: O=P(Cl)(Cl)[Cl:3].[C:6]([N:9]1[C:17]2[C:12](=[CH:13][CH:14]=[C:15]([S:18]([OH:21])(=O)=[O:19])[CH:16]=2)[CH2:11][CH2:10]1)(=[O:8])[CH3:7]. Product: [C:6]([N:9]1[C:17]2[C:12](=[CH:13][CH:14]=[C:15]([S:18]([Cl:3])(=[O:21])=[O:19])[CH:16]=2)[CH2:11][CH2:10]1)(=[O:8])[CH3:7]. The catalyst class is: 726.